From a dataset of Catalyst prediction with 721,799 reactions and 888 catalyst types from USPTO. Predict which catalyst facilitates the given reaction. (1) The catalyst class is: 15. Product: [CH2:9]([N:16]1[C:4](=[O:7])[CH:5]2[CH:1]([CH2:6]2)[C:2]1=[O:3])[C:10]1[CH:15]=[CH:14][CH:13]=[CH:12][CH:11]=1. Reactant: [CH:1]12[CH2:6][CH:5]1[C:4](=[O:7])[O:3][C:2]2=O.[CH2:9]([NH2:16])[C:10]1[CH:15]=[CH:14][CH:13]=[CH:12][CH:11]=1.O. (2) Product: [F:1][C:2]([F:7])([F:6])[C:3]([OH:5])=[O:4].[F:24][C:9]1([F:8])[CH2:12][CH:11]([O:13][C:14]2[CH:19]=[CH:18][N:17]=[C:16]([CH2:20][C:21]([NH:23][C:26]3[N:31]=[N:30][C:29]([CH2:32][CH2:33][CH2:34][CH2:35][N:36]4[CH:40]=[C:39]([C:41]([NH:43][CH3:44])=[O:42])[N:38]=[N:37]4)=[CH:28][CH:27]=3)=[O:22])[CH:15]=2)[CH2:10]1. Reactant: [F:1][C:2]([F:7])([F:6])[C:3]([OH:5])=[O:4].[F:8][C:9]1([F:24])[CH2:12][CH:11]([O:13][C:14]2[CH:19]=[CH:18][N:17]=[C:16]([CH2:20][C:21]([NH2:23])=[O:22])[CH:15]=2)[CH2:10]1.Br[C:26]1[N:31]=[N:30][C:29]([CH2:32][CH2:33][CH2:34][CH2:35][N:36]2[CH:40]=[C:39]([C:41]([NH:43][CH3:44])=[O:42])[N:38]=[N:37]2)=[CH:28][CH:27]=1.CC1(C)C2C(=C(P(C3C=CC=CC=3)C3C=CC=CC=3)C=CC=2)OC2C(P(C3C=CC=CC=3)C3C=CC=CC=3)=CC=CC1=2.C([O-])([O-])=O.[Cs+].[Cs+]. The catalyst class is: 77.